This data is from Full USPTO retrosynthesis dataset with 1.9M reactions from patents (1976-2016). The task is: Predict the reactants needed to synthesize the given product. (1) Given the product [Cl:1][C:2]1[CH:3]=[C:4]([S:9]([N:12]2[C:21]3[C:16](=[CH:17][CH:18]=[CH:19][CH:20]=3)[NH:15][C:14](=[O:22])[C@H:13]2[CH2:23][C:24]([O:26][CH2:68][CH2:67][CH2:66][CH2:65][C:56]2[CH:57]=[CH:58][C:59]3[CH2:60][CH2:61][CH2:62][NH:63][C:64]=3[N:55]=2)=[O:25])(=[O:11])=[O:10])[CH:5]=[CH:6][C:7]=1[Cl:8], predict the reactants needed to synthesize it. The reactants are: [Cl:1][C:2]1[CH:3]=[C:4]([S:9]([N:12]2[C:21]3[C:16](=[CH:17][CH:18]=[CH:19][CH:20]=3)[NH:15][C:14](=[O:22])[C@H:13]2[CH2:23][C:24]([OH:26])=[O:25])(=[O:11])=[O:10])[CH:5]=[CH:6][C:7]=1[Cl:8].CCN(CC)CC.CCN=C=NCCCN(C)C.C1C=CC2N(O)N=NC=2C=1.[N:55]1[C:64]2[NH:63][CH2:62][CH2:61][CH2:60][C:59]=2[CH:58]=[CH:57][C:56]=1[CH2:65][CH2:66][CH2:67][CH2:68]O. (2) Given the product [F:19][C:20]([F:37])([F:38])[O:21][C:22]1[CH:23]=[C:24]([O:28][C:29]2[CH:36]=[CH:35][C:32]([CH2:33][NH:34][C:11](=[O:13])[C:10]3[CH:14]=[CH:15][C:16]([F:18])=[N:17][C:9]=3[NH2:8])=[CH:31][CH:30]=2)[CH:25]=[CH:26][CH:27]=1, predict the reactants needed to synthesize it. The reactants are: C(N(CC)CC)C.[NH2:8][C:9]1[N:17]=[C:16]([F:18])[CH:15]=[CH:14][C:10]=1[C:11]([OH:13])=O.[F:19][C:20]([F:38])([F:37])[O:21][C:22]1[CH:23]=[C:24]([O:28][C:29]2[CH:36]=[CH:35][C:32]([CH2:33][NH2:34])=[CH:31][CH:30]=2)[CH:25]=[CH:26][CH:27]=1.CN([P+](ON1N=NC2C=CC=CC1=2)(N(C)C)N(C)C)C.F[P-](F)(F)(F)(F)F. (3) Given the product [Br:1][C:2]1[CH:3]=[C:4]([CH:6]=[CH:7][CH:8]=1)[NH:5][C:14]([O:13][C:9]([CH3:12])([CH3:11])[CH3:10])=[O:15], predict the reactants needed to synthesize it. The reactants are: [Br:1][C:2]1[CH:3]=[C:4]([CH:6]=[CH:7][CH:8]=1)[NH2:5].[C:9]([O:13][C:14](O[C:14]([O:13][C:9]([CH3:12])([CH3:11])[CH3:10])=[O:15])=[O:15])([CH3:12])([CH3:11])[CH3:10].C(N(CC)CC)C. (4) The reactants are: [CH2:1]([O:8][CH2:9][CH2:10][C:11]1[N:12]=[C:13]([C:17]2[CH:22]=[CH:21][C:20](Br)=[CH:19][CH:18]=2)[O:14][C:15]=1[CH3:16])[C:2]1[CH:7]=[CH:6][CH:5]=[CH:4][CH:3]=1.[C:24]1([OH:30])[CH:29]=[CH:28][CH:27]=[CH:26][CH:25]=1.[O-]P([O-])([O-])=O.[K+].[K+].[K+]. Given the product [CH2:1]([O:8][CH2:9][CH2:10][C:11]1[N:12]=[C:13]([C:17]2[CH:22]=[CH:21][C:20]([O:30][C:24]3[CH:29]=[CH:28][CH:27]=[CH:26][CH:25]=3)=[CH:19][CH:18]=2)[O:14][C:15]=1[CH3:16])[C:2]1[CH:7]=[CH:6][CH:5]=[CH:4][CH:3]=1, predict the reactants needed to synthesize it.